Dataset: Forward reaction prediction with 1.9M reactions from USPTO patents (1976-2016). Task: Predict the product of the given reaction. (1) Given the reactants CC(OC(/N=N/C(OC(C)C)=O)=O)C.[F:15][C:16]([F:34])([F:33])[C:17]1[N:21]2[N:22]=[C:23]([N:26]3[CH2:31][CH2:30][CH:29]([OH:32])[CH2:28][CH2:27]3)[CH:24]=[CH:25][C:20]2=[N:19][N:18]=1.[CH2:35]([O:42][C:43]1[CH:48]=[CH:47][C:46](O)=[CH:45][CH:44]=1)[C:36]1[CH:41]=[CH:40][CH:39]=[CH:38][CH:37]=1.C1(P(C2C=CC=CC=2)C2C=CC=CC=2)C=CC=CC=1, predict the reaction product. The product is: [CH2:35]([O:42][C:43]1[CH:48]=[CH:47][C:46]([O:32][CH:29]2[CH2:30][CH2:31][N:26]([C:23]3[CH:24]=[CH:25][C:20]4[N:21]([C:17]([C:16]([F:15])([F:33])[F:34])=[N:18][N:19]=4)[N:22]=3)[CH2:27][CH2:28]2)=[CH:45][CH:44]=1)[C:36]1[CH:41]=[CH:40][CH:39]=[CH:38][CH:37]=1. (2) Given the reactants O=P(Cl)(Cl)Cl.CN([CH:9]=[O:10])C.[CH:11]1([N:14]2[CH:18]=[CH:17][CH:16]=[CH:15]2)[CH2:13][CH2:12]1.[OH-].[Na+], predict the reaction product. The product is: [CH:11]1([N:14]2[CH:18]=[CH:17][CH:16]=[C:15]2[CH:9]=[O:10])[CH2:13][CH2:12]1.